Dataset: Full USPTO retrosynthesis dataset with 1.9M reactions from patents (1976-2016). Task: Predict the reactants needed to synthesize the given product. The reactants are: [CH3:1][O:2][C:3]1[CH:4]=[C:5]([CH:8]=[CH:9][CH:10]=1)[CH2:6][OH:7].S([O-])(O)=O.[Na+].[Br:16]([O-])(=O)=O.[Na+].S([O-])([O-])(=O)=S.[Na+].[Na+]. Given the product [Br:16][C:10]1[CH:9]=[CH:8][C:5]([CH2:6][OH:7])=[CH:4][C:3]=1[O:2][CH3:1], predict the reactants needed to synthesize it.